Dataset: Forward reaction prediction with 1.9M reactions from USPTO patents (1976-2016). Task: Predict the product of the given reaction. Given the reactants [Sn](Cl)Cl.Cl.[Cl:5][C:6]1[CH:24]=[CH:23][C:9]([O:10][CH2:11][C:12]2[CH:19]=[CH:18][CH:17]=[C:16]([N+:20]([O-])=O)[C:13]=2[C:14]#[N:15])=[CH:8][C:7]=1[CH3:25].[OH-].[K+], predict the reaction product. The product is: [NH2:20][C:16]1[CH:17]=[CH:18][CH:19]=[C:12]([CH2:11][O:10][C:9]2[CH:23]=[CH:24][C:6]([Cl:5])=[C:7]([CH3:25])[CH:8]=2)[C:13]=1[C:14]#[N:15].